From a dataset of Catalyst prediction with 721,799 reactions and 888 catalyst types from USPTO. Predict which catalyst facilitates the given reaction. (1) Reactant: [CH2:1]([N:8]([CH2:21][C:22]1[CH:27]=[CH:26][C:25]([C:28]2[CH:33]=[CH:32][C:31]([OH:34])=[C:30]([Br:35])[CH:29]=2)=[CH:24][CH:23]=1)[C:9]([C:11]1[C:19]2[C:14](=[CH:15][CH:16]=[CH:17][CH:18]=2)[N:13]([CH3:20])[CH:12]=1)=[O:10])[C:2]1[CH:7]=[CH:6][CH:5]=[CH:4][CH:3]=1.Br[CH2:37][C:38]#[N:39].C(=O)([O-])[O-].[K+].[K+]. Product: [CH2:1]([N:8]([CH2:21][C:22]1[CH:27]=[CH:26][C:25]([C:28]2[CH:33]=[CH:32][C:31]([O:34][CH2:37][C:38]#[N:39])=[C:30]([Br:35])[CH:29]=2)=[CH:24][CH:23]=1)[C:9]([C:11]1[C:19]2[C:14](=[CH:15][CH:16]=[CH:17][CH:18]=2)[N:13]([CH3:20])[CH:12]=1)=[O:10])[C:2]1[CH:3]=[CH:4][CH:5]=[CH:6][CH:7]=1. The catalyst class is: 3. (2) Reactant: [C:1]([C:4]1[CH:12]=[CH:11][C:7]([C:8]([NH2:10])=[O:9])=[CH:6][C:5]=1[O:13][C:14]1[CH:19]=[CH:18][C:17]([O:20][CH2:21][CH2:22][O:23][CH:24]2[CH2:29][CH2:28][O:27][CH2:26][CH2:25]2)=[CH:16][CH:15]=1)(=[O:3])[CH3:2].[BH4-].[Na+].O. Product: [OH:3][CH:1]([C:4]1[CH:12]=[CH:11][C:7]([C:8]([NH2:10])=[O:9])=[CH:6][C:5]=1[O:13][C:14]1[CH:15]=[CH:16][C:17]([O:20][CH2:21][CH2:22][O:23][CH:24]2[CH2:29][CH2:28][O:27][CH2:26][CH2:25]2)=[CH:18][CH:19]=1)[CH3:2]. The catalyst class is: 5.